This data is from Reaction yield outcomes from USPTO patents with 853,638 reactions. The task is: Predict the reaction yield, written as a fraction of the theoretical maximum amount of product (1.0 means a 100% yield; for example, 0.34 means a 34% yield). (1) The reactants are FC(F)(F)C(O)=O.[Cl:8][C:9]1[CH:14]=[C:13]([Cl:15])[CH:12]=[CH:11][C:10]=1[C@H:16]([N:18]1[C:22]2[CH:23]=[C:24]([C:27]3[CH2:28][CH2:29][N:30]([C:33]([C@H:35]4[CH2:40][CH2:39][CH2:38][CH2:37][N:36]4C(OC(C)(C)C)=O)=[O:34])[CH2:31][CH:32]=3)[CH:25]=[CH:26][C:21]=2[N:20]=[CH:19]1)[CH3:17]. The catalyst is ClCCl. The product is [Cl:8][C:9]1[CH:14]=[C:13]([Cl:15])[CH:12]=[CH:11][C:10]=1[C@H:16]([N:18]1[C:22]2[CH:23]=[C:24]([C:27]3[CH2:28][CH2:29][N:30]([C:33]([C@H:35]4[CH2:40][CH2:39][CH2:38][CH2:37][NH:36]4)=[O:34])[CH2:31][CH:32]=3)[CH:25]=[CH:26][C:21]=2[N:20]=[CH:19]1)[CH3:17]. The yield is 0.830. (2) The reactants are Cl.[CH2:2]([O:4][C:5](=[O:25])[CH:6]([NH:18][C:19]([O:21][CH2:22][CH:23]=[CH2:24])=[O:20])[CH2:7][C:8]1[O:12][N:11]=[C:10]([CH:13]2[CH2:17][CH2:16][CH2:15][NH:14]2)[CH:9]=1)[CH3:3].C(=O)([O-])[O-].[Na+].[Na+].[Cl:32][C:33]1[CH:34]=[C:35]([S:40](Cl)(=[O:42])=[O:41])[CH:36]=[C:37]([Cl:39])[CH:38]=1. The catalyst is O. The product is [CH2:2]([O:4][C:5](=[O:25])[CH:6]([NH:18][C:19]([O:21][CH2:22][CH:23]=[CH2:24])=[O:20])[CH2:7][C:8]1[O:12][N:11]=[C:10]([CH:13]2[CH2:17][CH2:16][CH2:15][N:14]2[S:40]([C:35]2[CH:34]=[C:33]([Cl:32])[CH:38]=[C:37]([Cl:39])[CH:36]=2)(=[O:42])=[O:41])[CH:9]=1)[CH3:3]. The yield is 0.370. (3) The reactants are [F:1][C:2]([F:9])([F:8])/[CH:3]=[CH:4]/[C:5](O)=[O:6].C(Cl)(=O)C(Cl)=O.[CH3:16][C:17]1[N:22]=[C:21]([NH:23][CH2:24][CH2:25][NH2:26])[CH:20]=[N:19][CH:18]=1.CCOP(O)N(C(C)C)C(C)C. The catalyst is ClCCl.CN(C)C=O. The product is [F:1][C:2]([F:9])([F:8])/[CH:3]=[CH:4]/[C:5]([NH:26][CH2:25][CH2:24][NH:23][C:21]1[CH:20]=[N:19][CH:18]=[C:17]([CH3:16])[N:22]=1)=[O:6]. The yield is 0.145. (4) The reactants are [CH3:1][O:2][C:3]1[CH:4]=[C:5]([C:10]([C@@H:12]2[C@:21]3([CH3:22])[C@H:16]([C:17]([CH3:24])([CH3:23])[CH2:18][CH2:19][CH2:20]3)[CH2:15][C:14](=O)[C@@H:13]2[CH3:26])=[O:11])[CH:6]=[C:7]([CH3:9])[CH:8]=1.[NH2:27][CH2:28][CH2:29][CH2:30][NH:31][C:32](=[O:38])[O:33][C:34]([CH3:37])([CH3:36])[CH3:35].CC(O)=O.[BH-](OC(C)=O)(OC(C)=O)OC(C)=O.[Na+]. The catalyst is C1COCC1.C(Cl)Cl.C([O-])(O)=O.[Na+]. The product is [CH3:1][O:2][C:3]1[CH:4]=[C:5]([C:10]([C@@H:12]2[C@:21]3([CH3:22])[C@H:16]([C:17]([CH3:24])([CH3:23])[CH2:18][CH2:19][CH2:20]3)[CH2:15][CH:14]([NH:27][CH2:28][CH2:29][CH2:30][NH:31][C:32](=[O:38])[O:33][C:34]([CH3:35])([CH3:37])[CH3:36])[C@H:13]2[CH3:26])=[O:11])[CH:6]=[C:7]([CH3:9])[CH:8]=1. The yield is 0.620. (5) The reactants are Cl[C:2]1[N:3]=[CH:4][C:5]2[N:10]=[C:9]([NH:11][C:12](=[O:16])[O:13][CH2:14][CH3:15])[S:8][C:6]=2[N:7]=1.[CH3:17][NH:18][CH3:19].CO. No catalyst specified. The product is [CH3:17][N:18]([CH3:19])[C:2]1[N:3]=[CH:4][C:5]2[N:10]=[C:9]([NH:11][C:12](=[O:16])[O:13][CH2:14][CH3:15])[S:8][C:6]=2[N:7]=1. The yield is 0.990.